From a dataset of Full USPTO retrosynthesis dataset with 1.9M reactions from patents (1976-2016). Predict the reactants needed to synthesize the given product. (1) Given the product [CH3:36][C:21]1[CH:20]=[C:19]([O:18][CH:12]([C:9]2[CH:8]=[CH:7][C:6]([C:5]([NH:4][CH2:3][C:1]3[NH:48][N:47]=[N:46][N:2]=3)=[O:37])=[CH:11][CH:10]=2)[CH2:13][C:14]([CH3:15])([CH3:16])[CH3:17])[CH:24]=[C:23]([CH3:25])[C:22]=1[C:26]1[CH:27]=[CH:28][C:29]([C:32]([F:35])([F:33])[F:34])=[CH:30][CH:31]=1, predict the reactants needed to synthesize it. The reactants are: [C:1]([CH2:3][NH:4][C:5](=[O:37])[C:6]1[CH:11]=[CH:10][C:9]([CH:12]([O:18][C:19]2[CH:24]=[C:23]([CH3:25])[C:22]([C:26]3[CH:31]=[CH:30][C:29]([C:32]([F:35])([F:34])[F:33])=[CH:28][CH:27]=3)=[C:21]([CH3:36])[CH:20]=2)[CH2:13][C:14]([CH3:17])([CH3:16])[CH3:15])=[CH:8][CH:7]=1)#[N:2].Cl.C(N(CC)CC)C.[N-:46]=[N+:47]=[N-:48].[Na+].Cl. (2) Given the product [CH2:1]=[CH:2][C:3]1[CH:8]=[CH:7][CH:6]=[CH:5][CH:4]=1.[CH2:9]=[CH:10][CH:11]=[CH2:12].[CH2:1]=[CH:2][C:3]1[CH:8]=[CH:7][CH:6]=[CH:5][CH:4]=1, predict the reactants needed to synthesize it. The reactants are: [CH2:1]=[CH:2][C:3]1[CH:8]=[CH:7][CH:6]=[CH:5][CH:4]=1.[CH2:9]([Li])[CH2:10][CH2:11][CH3:12].C=CC=C.Cl[Si](Cl)(Cl)Cl. (3) Given the product [CH2:1]([NH:9][C:10]([C@@H:12]1[CH2:16][CH2:15][C@H:14]([CH2:17][CH:18]=[CH2:19])[N:13]1[C:20](=[O:27])[C@@H:21]([NH2:25])[CH2:22][CH:23]=[CH2:24])=[O:11])[CH2:2][C:3]1[CH:4]=[CH:5][CH:6]=[CH:7][CH:8]=1, predict the reactants needed to synthesize it. The reactants are: [CH2:1]([NH:9][C:10]([C@@H:12]1[CH2:16][CH2:15][C@H:14]([CH2:17][CH:18]=[CH2:19])[N:13]1[C:20](=[O:27])[C@@H:21]([NH:25]C)[CH2:22][CH:23]=[CH2:24])=[O:11])[CH2:2][C:3]1[CH:8]=[CH:7][CH:6]=[CH:5][CH:4]=1.FC(F)(F)C(O)=O.C1(C)C=CC=CC=1. (4) Given the product [Cl:1][C:2]1[CH:3]=[C:4]([C:12]2[S:16][C:15]([C:17]3[C:18]([CH2:26][CH3:27])=[C:19]([CH2:23][CH2:24][N:28]4[CH2:31][CH:30]([C:32]([O:34][CH3:35])=[O:33])[CH2:29]4)[CH:20]=[CH:21][CH:22]=3)=[N:14][N:13]=2)[CH:5]=[CH:6][C:7]=1[O:8][CH:9]([CH3:11])[CH3:10], predict the reactants needed to synthesize it. The reactants are: [Cl:1][C:2]1[CH:3]=[C:4]([C:12]2[S:16][C:15]([C:17]3[C:18]([CH2:26][CH3:27])=[C:19]([CH2:23][CH:24]=O)[CH:20]=[CH:21][CH:22]=3)=[N:14][N:13]=2)[CH:5]=[CH:6][C:7]=1[O:8][CH:9]([CH3:11])[CH3:10].[NH:28]1[CH2:31][CH:30]([C:32]([O:34][CH3:35])=[O:33])[CH2:29]1.C([O-])(=O)C.[Na+].C(O[BH-](OC(=O)C)OC(=O)C)(=O)C.[Na+]. (5) Given the product [CH3:1][O:2][C:3]1[CH:4]=[C:5]([C:9]2[C:10]3[O:17][C:16](/[CH:18]=[C:26]4/[C:24](=[O:25])[NH:23][C:21](=[O:29])[NH:20]/4)=[CH:15][C:11]=3[CH:12]=[N:13][CH:14]=2)[CH:6]=[CH:7][CH:8]=1, predict the reactants needed to synthesize it. The reactants are: [CH3:1][O:2][C:3]1[CH:4]=[C:5]([C:9]2[C:10]3[O:17][C:16]([CH:18]=O)=[CH:15][C:11]=3[CH:12]=[N:13][CH:14]=2)[CH:6]=[CH:7][CH:8]=1.[NH:20]1[CH2:26][C:24](=[O:25])[NH:23][C:21]1=S.C([O-])(=[O:29])C.[Na+]. (6) The reactants are: CC1(C)O[C:6](=[O:8])[C:5](=[CH:9][NH:10][C:11]2[S:12][CH:13]=[C:14]([C:16]3[CH:21]=[CH:20][CH:19]=[C:18]([O:22][CH3:23])[CH:17]=3)[CH:15]=2)C(=O)O1.C1(OC2C=CC=CC=2)C=CC=CC=1. Given the product [CH3:23][O:22][C:18]1[CH:17]=[C:16]([C:14]2[C:15]3[C:6](=[O:8])[CH:5]=[CH:9][NH:10][C:11]=3[S:12][CH:13]=2)[CH:21]=[CH:20][CH:19]=1, predict the reactants needed to synthesize it. (7) Given the product [F:27][C:23]1[CH:22]=[C:21]([CH:26]=[CH:25][CH:24]=1)[CH2:20][N:16]1[C:15]2[CH2:14][CH2:13][C@@H:12]([NH:28][C:29](=[O:33])[CH:30]([CH3:32])[CH3:31])[CH2:11][C:10]=2[C:9]2[C:17]1=[CH:18][CH:19]=[C:7]([C:5]1[S:6][CH:2]=[N:3][N:4]=1)[CH:8]=2, predict the reactants needed to synthesize it. The reactants are: N[C:2]1[S:6][C:5]([C:7]2[CH:8]=[C:9]3[C:17](=[CH:18][CH:19]=2)[N:16]([CH2:20][C:21]2[CH:26]=[CH:25][CH:24]=[C:23]([F:27])[CH:22]=2)[C:15]2[CH2:14][CH2:13][C@@H:12]([NH:28][C:29](=[O:33])[CH:30]([CH3:32])[CH3:31])[CH2:11][C:10]3=2)=[N:4][N:3]=1.C(ON=O)CC(C)C. (8) Given the product [C:63]([NH:62][C:61]1[C:56]2[B:57]([OH:60])[O:58][CH2:59][C:55]=2[CH:54]=[CH:53][C:52]=1[O:51][CH2:50][C:49]([NH:48][C:8](=[O:10])[C:7]1[CH:6]=[CH:5][C:4]([O:3][C:2]([F:1])([F:14])[F:13])=[CH:12][CH:11]=1)([C:67]#[N:68])[CH3:66])(=[O:65])[CH3:64], predict the reactants needed to synthesize it. The reactants are: [F:1][C:2]([F:14])([F:13])[O:3][C:4]1[CH:12]=[CH:11][C:7]([C:8]([OH:10])=O)=[CH:6][CH:5]=1.CN(C(ON1N=NC2C=CC=NC1=2)=[N+](C)C)C.F[P-](F)(F)(F)(F)F.CCN(C(C)C)C(C)C.[NH2:48][C:49]([C:67]#[N:68])([CH3:66])[CH2:50][O:51][C:52]1[CH:53]=[CH:54][C:55]2[CH2:59][O:58][B:57]([OH:60])[C:56]=2[C:61]=1[NH:62][C:63](=[O:65])[CH3:64]. (9) Given the product [F:1][C:2]1[CH:3]=[C:4]([CH:7]=[C:8]([F:12])[C:9]=1[CH:10]=[N:14][OH:15])[C:5]#[N:6], predict the reactants needed to synthesize it. The reactants are: [F:1][C:2]1[CH:3]=[C:4]([CH:7]=[C:8]([F:12])[C:9]=1[CH:10]=O)[C:5]#[N:6].Cl.[NH2:14][OH:15].C([O-])(=O)C.[K+].